From a dataset of Forward reaction prediction with 1.9M reactions from USPTO patents (1976-2016). Predict the product of the given reaction. (1) Given the reactants [CH3:1][S:2]([C:5]1[CH:10]=[CH:9][CH:8]=[CH:7][C:6]=1[S:11](Cl)(=[O:13])=[O:12])(=[O:4])=[O:3].[NH2:15][C:16]1[CH:17]=[C:18]2[C:22](=[CH:23][CH:24]=1)[NH:21][N:20]=[C:19]2[C:25]1[CH:30]=[CH:29][C:28]([Cl:31])=[CH:27][CH:26]=1.N1C=CC=CC=1.O, predict the reaction product. The product is: [Cl:31][C:28]1[CH:27]=[CH:26][C:25]([C:19]2[C:18]3[C:22](=[CH:23][CH:24]=[C:16]([NH:15][S:11]([C:6]4[CH:7]=[CH:8][CH:9]=[CH:10][C:5]=4[S:2]([CH3:1])(=[O:4])=[O:3])(=[O:13])=[O:12])[CH:17]=3)[NH:21][N:20]=2)=[CH:30][CH:29]=1. (2) Given the reactants [O:1]1[C:5]([C:6]2[CH:15]=[CH:14][CH:13]=[CH:12][C:7]=2[C:8]([O:10]C)=[O:9])=[CH:4][N:3]=[CH:2]1.[OH-].[Na+].O, predict the reaction product. The product is: [O:1]1[C:5]([C:6]2[CH:15]=[CH:14][CH:13]=[CH:12][C:7]=2[C:8]([OH:10])=[O:9])=[CH:4][N:3]=[CH:2]1. (3) Given the reactants C(O[CH:9]1[C:14](=[O:15])[NH:13][C:12]2[CH:16]=[CH:17][CH:18]=[C:19]([C:20](=[O:26])[CH:21](OCC)O)[C:11]=2[O:10]1)C1C=CC=CC=1.[CH:27]([C:30]1[CH:35]=[CH:34][C:33]([CH2:36][C:37]([NH2:40])([CH3:39])[CH3:38])=[CH:32][CH:31]=1)([CH3:29])[CH3:28].[BH4-].[Na+].Cl.N, predict the reaction product. The product is: [CH2:20]([O:26][C:17]1[CH:18]=[C:19]([CH:20]([OH:26])[CH2:21][NH:40][C:37]([CH3:38])([CH3:39])[CH2:36][C:33]2[CH:32]=[CH:31][C:30]([CH:27]([CH3:29])[CH3:28])=[CH:35][CH:34]=2)[C:11]2[O:10][CH2:9][C:14](=[O:15])[NH:13][C:12]=2[CH:16]=1)[C:19]1[CH:11]=[CH:12][CH:16]=[CH:17][CH:18]=1.